Task: Predict the reactants needed to synthesize the given product.. Dataset: Full USPTO retrosynthesis dataset with 1.9M reactions from patents (1976-2016) (1) The reactants are: Cl.[Cl:2][C:3]1[CH:8]=[CH:7][C:6]([NH:9][NH2:10])=[CH:5][CH:4]=1.ClC1C=C(N2[C:23]([C:24]3[CH:29]=[C:28]([F:30])[CH:27]=[C:26](Cl)[CH:25]=3)=[CH:22][C:21]([C:32]([O:34][CH2:35][CH3:36])=[O:33])=N2)C=CC=1F. Given the product [Cl:2][C:3]1[CH:8]=[CH:7][C:6]([N:9]2[C:23]([C:24]3[CH:25]=[CH:26][CH:27]=[C:28]([F:30])[CH:29]=3)=[CH:22][C:21]([C:32]([O:34][CH2:35][CH3:36])=[O:33])=[N:10]2)=[CH:5][CH:4]=1, predict the reactants needed to synthesize it. (2) Given the product [S:3]1[C:7]2[CH:8]=[CH:9][CH:10]=[CH:11][C:6]=2[N:5]=[C:4]1[NH:12][C:13]([C:15]1[CH:16]=[CH:17][CH:18]=[C:19]2[C:24]=1[CH2:23][N:22]([C:29]1[N:28]=[C:27]([C:36]([OH:38])=[O:37])[C:26]([Cl:25])=[CH:31][N:30]=1)[CH2:21][CH2:20]2)=[O:14], predict the reactants needed to synthesize it. The reactants are: Cl.Cl.[S:3]1[C:7]2[CH:8]=[CH:9][CH:10]=[CH:11][C:6]=2[N:5]=[C:4]1[NH:12][C:13]([C:15]1[CH:16]=[CH:17][CH:18]=[C:19]2[C:24]=1[CH2:23][NH:22][CH2:21][CH2:20]2)=[O:14].[Cl:25][C:26]1[C:27]([C:36]([OH:38])=[O:37])=[N:28][C:29](S(C)(=O)=O)=[N:30][CH:31]=1.C(=O)([O-])[O-].[Cs+].[Cs+].